From a dataset of M1 muscarinic receptor antagonist screen with 61,756 compounds. Binary Classification. Given a drug SMILES string, predict its activity (active/inactive) in a high-throughput screening assay against a specified biological target. (1) The compound is S(CC(=O)N(Cc1c(n(nc1)C)C)C)c1nc(cc(n1)C(F)(F)F)c1occc1. The result is 0 (inactive). (2) The molecule is Brc1ccc(N2C(C(=C(O)C2=O)C(=O)C)c2c(F)cccc2)nc1. The result is 0 (inactive). (3) The molecule is O=C1CC(Cc2[nH]nc(c12)c1cccnc1)(C)C. The result is 0 (inactive). (4) The drug is O(CC(=O)Nc1c(NC(=O)C)cccc1)c1cc(OC)ccc1. The result is 0 (inactive). (5) The molecule is OC(=O)C1(C(C(CC1)C(=O)Nc1ccc(OC)cc1)(C)C)C. The result is 0 (inactive). (6) The drug is S(=O)(=O)(N1CCC(CC1)C(=O)N1CCN(C2CCCC2)CC1)c1cccnc1. The result is 0 (inactive). (7) The molecule is Clc1ccc(c2oc(c(n2)CSCC(OCC)=O)C)cc1. The result is 0 (inactive).